From a dataset of Reaction yield outcomes from USPTO patents with 853,638 reactions. Predict the reaction yield, written as a fraction of the theoretical maximum amount of product (1.0 means a 100% yield; for example, 0.34 means a 34% yield). (1) The catalyst is O1CCOCC1.O.C(Cl)Cl.C1C=CC(P([C]2[CH][CH][CH][CH]2)C2C=CC=CC=2)=CC=1.C1C=CC(P([C]2[CH][CH][CH][CH]2)C2C=CC=CC=2)=CC=1.Cl[Pd]Cl.[Fe]. The reactants are Cl[C:2]1[CH:3]=[C:4]([NH:10][C:11]2[CH:16]=[CH:15][C:14]([C:17]([N:19]3[CH2:24][CH2:23][C:22]([OH:26])([CH3:25])[CH2:21][CH2:20]3)=[O:18])=[CH:13][N:12]=2)[C:5](=[O:9])[N:6]([CH3:8])[N:7]=1.[C:27]([O:30][CH2:31][C:32]1[C:37](B2OC(C)(C)C(C)(C)O2)=[CH:36][CH:35]=[CH:34][C:33]=1[N:47]1[N:56]=[CH:55][C:54]2[C:49](=[C:50]([F:61])[CH:51]=[C:52]([C:57]([CH3:60])([CH3:59])[CH3:58])[CH:53]=2)[C:48]1=[O:62])(=[O:29])[CH3:28].C([O-])([O-])=O.[Cs+].[Cs+].[O-]S([O-])(=O)=O.[Na+].[Na+]. The product is [C:57]([C:52]1[CH:53]=[C:54]2[C:49](=[C:50]([F:61])[CH:51]=1)[C:48](=[O:62])[N:47]([C:33]1[CH:34]=[CH:35][CH:36]=[C:37]([C:2]3[CH:3]=[C:4]([NH:10][C:11]4[CH:16]=[CH:15][C:14]([C:17]([N:19]5[CH2:24][CH2:23][C:22]([OH:26])([CH3:25])[CH2:21][CH2:20]5)=[O:18])=[CH:13][N:12]=4)[C:5](=[O:9])[N:6]([CH3:8])[N:7]=3)[C:32]=1[CH2:31][O:30][C:27](=[O:29])[CH3:28])[N:56]=[CH:55]2)([CH3:58])([CH3:59])[CH3:60]. The yield is 1.00. (2) The reactants are C(OC([NH:8][C:9]1[CH:29]=[CH:28][C:12]([O:13][C:14]2[CH:15]=[C:16]3[C:20](=[N:21][CH:22]=2)[NH:19][CH:18]([NH:23][C:24](=[O:27])[O:25][CH3:26])[NH:17]3)=[CH:11][CH:10]=1)=O)(C)(C)C.Cl. The catalyst is CO. The product is [NH2:8][C:9]1[CH:29]=[CH:28][C:12]([O:13][C:14]2[CH:15]=[C:16]3[C:20]([NH:19][CH:18]([NH:23][C:24](=[O:27])[O:25][CH3:26])[NH:17]3)=[N:21][CH:22]=2)=[CH:11][CH:10]=1. The yield is 0.800.